Predict the reactants needed to synthesize the given product. From a dataset of Full USPTO retrosynthesis dataset with 1.9M reactions from patents (1976-2016). Given the product [CH2:9]([O:8][C:5]1[CH:6]=[CH:7][C:2]([C:22]2([OH:21])[CH2:23][CH2:24][N:25]([C:28]([O:30][C:31]([CH3:33])([CH3:32])[CH3:34])=[O:29])[CH2:26][CH2:27]2)=[CH:3][CH:4]=1)[CH2:10][CH2:11][CH2:12][CH2:13][CH2:14][CH3:15], predict the reactants needed to synthesize it. The reactants are: Br[C:2]1[CH:7]=[CH:6][C:5]([O:8][CH2:9][CH2:10][CH2:11][CH2:12][CH2:13][CH2:14][CH3:15])=[CH:4][CH:3]=1.C([Li])CCC.[O:21]=[C:22]1[CH2:27][CH2:26][N:25]([C:28]([O:30][C:31]([CH3:34])([CH3:33])[CH3:32])=[O:29])[CH2:24][CH2:23]1.